Dataset: Full USPTO retrosynthesis dataset with 1.9M reactions from patents (1976-2016). Task: Predict the reactants needed to synthesize the given product. Given the product [Br:1][CH2:2][CH2:3][CH2:4][CH2:5][O:6][CH2:7][CH2:8][CH2:9][CH2:10][CH2:11][OH:12], predict the reactants needed to synthesize it. The reactants are: [Br:1][CH2:2][CH2:3][CH2:4][CH2:5][O:6][CH2:7][CH2:8][CH2:9][CH2:10][CH2:11][O:12]C1CCCCO1.O.C1(C)C=CC(S(O)(=O)=O)=CC=1.